This data is from Full USPTO retrosynthesis dataset with 1.9M reactions from patents (1976-2016). The task is: Predict the reactants needed to synthesize the given product. (1) Given the product [F:25][C:22]1[CH:23]=[C:24]2[C:19](=[CH:20][CH:21]=1)[NH:18][CH:17]=[C:16]2[CH2:15][CH2:14][CH2:13][CH2:12][N:29]1[CH2:30][CH2:31][N:26]([C:32]2[N:37]=[C:36]([C:38]([NH2:40])=[O:39])[CH:35]=[CH:34][N:33]=2)[CH2:27][CH2:28]1, predict the reactants needed to synthesize it. The reactants are: CC1C=CC(S(O[CH2:12][CH2:13][CH2:14][CH2:15][C:16]2[C:24]3[C:19](=[CH:20][CH:21]=[C:22]([F:25])[CH:23]=3)[NH:18][CH:17]=2)(=O)=O)=CC=1.[N:26]1([C:32]2[N:37]=[C:36]([C:38]([NH2:40])=[O:39])[CH:35]=[CH:34][N:33]=2)[CH2:31][CH2:30][NH:29][CH2:28][CH2:27]1.C(=O)([O-])[O-].[K+].[K+].[I-].[K+]. (2) Given the product [S:1]1[C:2]2=[C:9]3[C:29](=[N:31][C:14](=[O:15])[C:13]2=[CH:12][CH:11]=[CH:10]1)[C:30]1[C:7](=[CH:6][CH:3]=[CH:4][CH:22]=1)[CH2:8]3, predict the reactants needed to synthesize it. The reactants are: [SH:1][C:2]1[CH:9]=[CH:8][CH:7]=[CH:6][C:3]=1[C:4]#N.[C:10]1(=O)O[C:14](=[O:15])[C:13]2=CC=CC=[C:12]2[CH2:11]1.[CH2:22](N(CC)CC)C.[C:29](#[N:31])[CH3:30]. (3) Given the product [OH:6][C:7]1[CH:12]=[C:11]([OH:13])[N:10]=[C:9]([S:14][CH2:28][C:27]2[CH:30]=[CH:31][C:24]([O:23][CH3:22])=[CH:25][CH:26]=2)[N:8]=1, predict the reactants needed to synthesize it. The reactants are: CN(C=O)C.[OH:6][C:7]1[CH:12]=[C:11]([OH:13])[N:10]=[C:9]([SH:14])[N:8]=1.C(N(CC)CC)C.[CH3:22][O:23][C:24]1[CH:31]=[CH:30][C:27]([CH2:28]Cl)=[CH:26][CH:25]=1. (4) Given the product [Cl:8][C:9]1[C:10]([NH:16][C:17](=[O:47])[C:18]2[CH:23]=[C:22]([F:24])[CH:21]=[CH:20][C:19]=2[NH:25][C:26](=[O:46])[C:27]2[CH:32]=[CH:31][C:30]([N:33]3[CH2:34][CH2:35][CH2:36][CH2:37]3)=[CH:29][C:28]=2[O:38][CH:39]2[CH2:44][CH2:43][N:42]([CH3:45])[CH2:41][CH2:40]2)=[N:11][CH:12]=[C:13]([Cl:15])[CH:14]=1, predict the reactants needed to synthesize it. The reactants are: FC(F)(F)C(O)=O.[Cl:8][C:9]1[C:10]([NH:16][C:17](=[O:47])[C:18]2[CH:23]=[C:22]([F:24])[CH:21]=[CH:20][C:19]=2[NH:25][C:26](=[O:46])[C:27]2[CH:32]=[CH:31][C:30]([N:33]3[CH2:37][CH2:36][CH2:35][CH2:34]3)=[CH:29][C:28]=2[O:38][CH:39]2[CH2:44][CH2:43][N:42]([CH3:45])[CH2:41][CH2:40]2)=[N:11][CH:12]=[C:13]([Cl:15])[CH:14]=1.FC1C=CC2N=C(C3C=CC(N4CCCC4)=CC=3OC3CCN(C)CC3)OC(=O)C=2C=1.ClC1C=NC=C(Cl)C=1.